Dataset: NCI-60 drug combinations with 297,098 pairs across 59 cell lines. Task: Regression. Given two drug SMILES strings and cell line genomic features, predict the synergy score measuring deviation from expected non-interaction effect. (1) Drug 1: CC1=CC2C(CCC3(C2CCC3(C(=O)C)OC(=O)C)C)C4(C1=CC(=O)CC4)C. Drug 2: N.N.Cl[Pt+2]Cl. Cell line: HOP-92. Synergy scores: CSS=-0.736, Synergy_ZIP=4.52, Synergy_Bliss=5.03, Synergy_Loewe=-2.97, Synergy_HSA=-3.54. (2) Drug 1: CC1OCC2C(O1)C(C(C(O2)OC3C4COC(=O)C4C(C5=CC6=C(C=C35)OCO6)C7=CC(=C(C(=C7)OC)O)OC)O)O. Drug 2: C1=CN(C=N1)CC(O)(P(=O)(O)O)P(=O)(O)O. Cell line: HOP-92. Synergy scores: CSS=-1.69, Synergy_ZIP=-13.5, Synergy_Bliss=-30.1, Synergy_Loewe=-28.2, Synergy_HSA=-26.9. (3) Drug 1: CCN(CC)CCNC(=O)C1=C(NC(=C1C)C=C2C3=C(C=CC(=C3)F)NC2=O)C. Drug 2: CC1CCCC2(C(O2)CC(NC(=O)CC(C(C(=O)C(C1O)C)(C)C)O)C(=CC3=CSC(=N3)C)C)C. Cell line: HS 578T. Synergy scores: CSS=64.3, Synergy_ZIP=8.18, Synergy_Bliss=7.47, Synergy_Loewe=-17.2, Synergy_HSA=7.12. (4) Drug 1: CCC(=C(C1=CC=CC=C1)C2=CC=C(C=C2)OCCN(C)C)C3=CC=CC=C3.C(C(=O)O)C(CC(=O)O)(C(=O)O)O. Drug 2: CC1=C(C=C(C=C1)NC(=O)C2=CC=C(C=C2)CN3CCN(CC3)C)NC4=NC=CC(=N4)C5=CN=CC=C5. Cell line: 786-0. Synergy scores: CSS=1.25, Synergy_ZIP=0.0469, Synergy_Bliss=-0.326, Synergy_Loewe=-0.0129, Synergy_HSA=-0.563. (5) Drug 1: CC12CCC3C(C1CCC2O)C(CC4=C3C=CC(=C4)O)CCCCCCCCCS(=O)CCCC(C(F)(F)F)(F)F. Drug 2: COC1=C2C(=CC3=C1OC=C3)C=CC(=O)O2. Cell line: SR. Synergy scores: CSS=-2.81, Synergy_ZIP=-0.853, Synergy_Bliss=-5.48, Synergy_Loewe=-10.3, Synergy_HSA=-9.75. (6) Drug 1: CCC1=C2CN3C(=CC4=C(C3=O)COC(=O)C4(CC)O)C2=NC5=C1C=C(C=C5)O. Drug 2: CCN(CC)CCCC(C)NC1=C2C=C(C=CC2=NC3=C1C=CC(=C3)Cl)OC. Cell line: MOLT-4. Synergy scores: CSS=73.0, Synergy_ZIP=-0.901, Synergy_Bliss=-2.17, Synergy_Loewe=-5.06, Synergy_HSA=-1.75.